From a dataset of CYP1A2 inhibition data for predicting drug metabolism from PubChem BioAssay. Regression/Classification. Given a drug SMILES string, predict its absorption, distribution, metabolism, or excretion properties. Task type varies by dataset: regression for continuous measurements (e.g., permeability, clearance, half-life) or binary classification for categorical outcomes (e.g., BBB penetration, CYP inhibition). Dataset: cyp1a2_veith. The drug is CN1CCC(OC(c2ccccc2)c2ccccc2)CC1. The result is 0 (non-inhibitor).